Task: Predict the reaction yield, written as a fraction of the theoretical maximum amount of product (1.0 means a 100% yield; for example, 0.34 means a 34% yield).. Dataset: Reaction yield outcomes from USPTO patents with 853,638 reactions (1) The reactants are [Cl:1][C:2]1[CH:3]=[C:4]([C:8]#[C:9][C:10]2[CH:11]=[N:12][C:13]([C:16]([OH:18])=O)=[N:14][CH:15]=2)[CH:5]=[CH:6][CH:7]=1.C(Cl)(=O)C(Cl)=O.C(N(C(C)C)CC)(C)C.[CH3:34][C:35]1([CH3:41])[CH2:40][O:39][CH2:38][CH2:37][NH:36]1. The catalyst is ClCCl.CN(C=O)C.C1COCC1. The product is [CH3:34][C:35]1([CH3:41])[CH2:40][O:39][CH2:38][CH2:37][N:36]1[C:16]([C:13]1[N:14]=[CH:15][C:10]([C:9]#[C:8][C:4]2[CH:5]=[CH:6][CH:7]=[C:2]([Cl:1])[CH:3]=2)=[CH:11][N:12]=1)=[O:18]. The yield is 0.940. (2) The reactants are [C:1]([O:5][C:6](=[O:27])[NH:7][C@H:8]([C:12]1[CH:17]=[C:16]([C:18]2[N:22]([CH:23]([F:25])[F:24])[N:21]=[CH:20][C:19]=2[NH2:26])[CH:15]=[CH:14][N:13]=1)[CH2:9][CH:10]=[CH2:11])([CH3:4])([CH3:3])[CH3:2].[CH3:28][C@H:29]([CH:33]=[CH2:34])[C:30](O)=[O:31].N1C=CC=CC=1.C(P1(=O)OP(CCC)(=O)OP(CCC)(=O)O1)CC. The catalyst is CCOC(C)=O. The product is [C:1]([O:5][C:6](=[O:27])[NH:7][C@H:8]([C:12]1[CH:17]=[C:16]([C:18]2[N:22]([CH:23]([F:25])[F:24])[N:21]=[CH:20][C:19]=2[NH:26][C:30](=[O:31])[C@H:29]([CH3:28])[CH:33]=[CH2:34])[CH:15]=[CH:14][N:13]=1)[CH2:9][CH:10]=[CH2:11])([CH3:2])([CH3:3])[CH3:4]. The yield is 0.940. (3) The reactants are Br[C:2]1[C:9]([CH3:10])=[CH:8][C:5]([C:6]#[N:7])=[C:4]([F:11])[CH:3]=1.C(OC)(=O)[CH2:13][C:14]([O:16][CH3:17])=[O:15].C(=O)([O-])[O-].[K+].[K+].C(=O)([O-])O.[K+]. The catalyst is C(OCC)(=O)C.F[B-](F)(F)F.C([PH+](C(C)(C)C)C(C)(C)C)(C)(C)C. The product is [C:6]([C:5]1[C:4]([F:11])=[CH:3][C:2]([CH2:13][C:14]([O:16][CH3:17])=[O:15])=[C:9]([CH3:10])[CH:8]=1)#[N:7]. The yield is 0.430. (4) The reactants are [H-].[Na+].[O-:3][CH2:4][CH3:5].[Na+].[Cl:7][C:8]1[C:9]([C:40]([NH2:42])=[O:41])=[N:10][CH:11]=[CH:12][C:13]=1[O:14][C:15]1[CH:20]=[CH:19][C:18]([NH:21][C:22]([C:24]2[C:25](=[O:38])[N:26]([C:31]3[CH:36]=[CH:35][C:34]([F:37])=[CH:33][CH:32]=3)[CH:27]=[CH:28][C:29]=2I)=[O:23])=[CH:17][C:16]=1[F:39].ClC1C(C(N)=O)=NC=CC=1OC1C=CC(NC(C2C(=O)N(C3C=CC(F)=CC=3)C=CC=2Cl)=O)=CC=1F. The catalyst is C1COCC1.C(O)C. The product is [Cl:7][C:8]1[C:9]([C:40]([NH2:42])=[O:41])=[N:10][CH:11]=[CH:12][C:13]=1[O:14][C:15]1[CH:20]=[CH:19][C:18]([NH:21][C:22]([C:24]2[C:25](=[O:38])[N:26]([C:31]3[CH:36]=[CH:35][C:34]([F:37])=[CH:33][CH:32]=3)[CH:27]=[CH:28][C:29]=2[O:3][CH2:4][CH3:5])=[O:23])=[CH:17][C:16]=1[F:39]. The yield is 0.880. (5) The reactants are CC1C=CC(S(O[CH:12]2[CH2:16][O:15][CH:14]3[CH:17]([OH:20])[CH2:18][O:19][CH:13]23)(=O)=O)=CC=1.[O:21]=[C:22]1[C:30]2[C:25](=[CH:26][CH:27]=[CH:28][CH:29]=2)[C:24](=[O:31])[N:23]1[K].O. The catalyst is CS(C)=O. The product is [OH:20][CH:17]1[CH:14]2[O:15][CH2:16][CH:12]([N:23]3[C:24](=[O:31])[C:25]4[C:30](=[CH:29][CH:28]=[CH:27][CH:26]=4)[C:22]3=[O:21])[CH:13]2[O:19][CH2:18]1. The yield is 0.250. (6) The reactants are [N:1]1([C:6]2[CH:53]=[CH:52][C:9]([CH2:10][NH:11][C:12]([C:14]3[CH:19]=[CH:18][N:17]=[C:16]([C:20]4[CH:25]=[C:24]([N:26]5[CH2:31][CH2:30][CH2:29][CH2:28][CH2:27]5)[CH:23]=[CH:22][C:21]=4[NH:32][C:33]([C:35]4[CH:36]=[C:37]([CH:49]=[CH:50][CH:51]=4)[CH2:38][S:39][CH2:40][CH2:41][C:42]([O:44]C(C)(C)C)=[O:43])=[O:34])[CH:15]=3)=[O:13])=[CH:8][CH:7]=2)[CH:5]=[CH:4][CH:3]=[N:2]1.FC(F)(F)C(O)=O.C(=O)(O)[O-].[Na+]. The catalyst is ClCCl. The product is [N:1]1([C:6]2[CH:7]=[CH:8][C:9]([CH2:10][NH:11][C:12]([C:14]3[CH:19]=[CH:18][N:17]=[C:16]([C:20]4[CH:25]=[C:24]([N:26]5[CH2:31][CH2:30][CH2:29][CH2:28][CH2:27]5)[CH:23]=[CH:22][C:21]=4[NH:32][C:33]([C:35]4[CH:36]=[C:37]([CH:49]=[CH:50][CH:51]=4)[CH2:38][S:39][CH2:40][CH2:41][C:42]([OH:44])=[O:43])=[O:34])[CH:15]=3)=[O:13])=[CH:52][CH:53]=2)[CH:5]=[CH:4][CH:3]=[N:2]1. The yield is 0.720. (7) The reactants are [CH:1]1([C:6]([F:13])([F:12])[C:7]([O:9]CC)=[O:8])[CH2:5][CH2:4][CH2:3][CH2:2]1.CO.O.O.[OH-].[Li+]. The catalyst is O1CCCC1. The product is [CH:1]1([C:6]([F:12])([F:13])[C:7]([OH:9])=[O:8])[CH2:2][CH2:3][CH2:4][CH2:5]1. The yield is 0.720.